This data is from Full USPTO retrosynthesis dataset with 1.9M reactions from patents (1976-2016). The task is: Predict the reactants needed to synthesize the given product. (1) Given the product [C:1]([O:5][C:6]([NH:8][C@@H:9]([CH2:14][CH2:15][O:16][C@@H:17]([C@@H:26]([CH2:39][C:40]1[CH:45]=[CH:44][C:43]([F:46])=[CH:42][CH:41]=1)[C@@H:27]([OH:29])[CH3:28])[CH2:18][CH2:19][C:20]1[CH:25]=[CH:24][CH:23]=[CH:22][CH:21]=1)[C:10]([O:12][CH3:13])=[O:11])=[O:7])([CH3:2])([CH3:3])[CH3:4], predict the reactants needed to synthesize it. The reactants are: [C:1]([O:5][C:6]([NH:8][C@@H:9]([CH2:14][CH2:15][O:16][C@@H:17]([C@@H:26]([CH2:39][C:40]1[CH:45]=[CH:44][C:43]([F:46])=[CH:42][CH:41]=1)[C@@H:27]([O:29]CC1C=CC(OC)=CC=1)[CH3:28])[CH2:18][CH2:19][C:20]1[CH:25]=[CH:24][CH:23]=[CH:22][CH:21]=1)[C:10]([O:12][CH3:13])=[O:11])=[O:7])([CH3:4])([CH3:3])[CH3:2].ClC1C(=O)C(C#N)=C(C#N)C(=O)C=1Cl.[OH-].[Na+]. (2) Given the product [CH2:1]([O:3][C:4]([C@@H:6]1[CH2:11][C:10]([O:12][S:42]([C:45]([F:48])([F:47])[F:46])(=[O:44])=[O:43])=[CH:9][CH2:8][N:7]1[C:13]1[CH:14]=[CH:15][C:16]([O:19][CH3:20])=[CH:17][CH:18]=1)=[O:5])[CH3:2], predict the reactants needed to synthesize it. The reactants are: [CH2:1]([O:3][C:4]([C@@H:6]1[CH2:11][C:10](=[O:12])[CH:9]=[CH:8][N:7]1[C:13]1[CH:18]=[CH:17][C:16]([O:19][CH3:20])=[CH:15][CH:14]=1)=[O:5])[CH3:2].CCC(C)[BH-](C(C)CC)C(C)CC.[Li+].C1C=CC(N([S:42]([C:45]([F:48])([F:47])[F:46])(=[O:44])=[O:43])[S:42]([C:45]([F:48])([F:47])[F:46])(=[O:44])=[O:43])=CC=1.